The task is: Predict the product of the given reaction.. This data is from Forward reaction prediction with 1.9M reactions from USPTO patents (1976-2016). (1) Given the reactants C([Li])(C)(C)C.CCCCC.[Si:11]([O:18][CH2:19][CH2:20][CH2:21][N:22]1[CH2:27][CH2:26][CH2:25][CH2:24][C:23]1=[O:28])([C:14]([CH3:17])([CH3:16])[CH3:15])([CH3:13])[CH3:12].[Br-:29].[Br-].[Br-].C([N+](CCCC)(CCCC)CCCC)CCC.C([N+](CCCC)(CCCC)CCCC)CCC.C([N+](CCCC)(CCCC)CCCC)CCC, predict the reaction product. The product is: [Br:29][CH:24]1[CH2:25][CH2:26][CH2:27][N:22]([CH2:21][CH2:20][CH2:19][O:18][Si:11]([C:14]([CH3:16])([CH3:17])[CH3:15])([CH3:13])[CH3:12])[C:23]1=[O:28]. (2) Given the reactants [CH2:1]([C:3]1[C:12]2[C:7](=[CH:8][CH:9]=[CH:10][CH:11]=2)[CH:6]=[CH:5][CH:4]=1)[CH3:2].C(O)(C(F)(F)F)=O.[Cl:20][S:21](O)(=[O:23])=[O:22], predict the reaction product. The product is: [CH2:1]([C:3]1[C:12]2[C:7](=[CH:8][CH:9]=[CH:10][CH:11]=2)[C:6]([S:21]([Cl:20])(=[O:23])=[O:22])=[CH:5][CH:4]=1)[CH3:2]. (3) Given the reactants [Br:1][C:2]1[CH:7]=[CH:6][C:5]([OH:8])=[C:4]([C:9]([F:12])([F:11])[F:10])[CH:3]=1.C(=O)([O-])[O-].[K+].[K+].Br[CH2:20][CH2:21][OH:22], predict the reaction product. The product is: [Br:1][C:2]1[CH:7]=[CH:6][C:5]([O:8][CH2:20][CH2:21][OH:22])=[C:4]([C:9]([F:10])([F:11])[F:12])[CH:3]=1. (4) Given the reactants [C:1]([C:4]1([C:7]([OH:9])=O)[CH2:6][CH2:5]1)(=[O:3])[NH2:2].[CH:10]1([C:13]2[C:14]([O:23][CH2:24][CH:25]3[CH2:27][CH2:26]3)=[CH:15][C:16]([C:19](=[N:21]O)[NH2:20])=[N:17][CH:18]=2)[CH2:12][CH2:11]1, predict the reaction product. The product is: [CH:10]1([C:13]2[C:14]([O:23][CH2:24][CH:25]3[CH2:27][CH2:26]3)=[CH:15][C:16]([C:19]3[N:21]=[C:7]([C:4]4([C:1]([NH2:2])=[O:3])[CH2:5][CH2:6]4)[O:9][N:20]=3)=[N:17][CH:18]=2)[CH2:12][CH2:11]1. (5) Given the reactants Cl.[F:2][C:3]1[C:11]2[O:10][CH:9]([C:12]3([OH:18])[CH2:17][CH2:16][NH:15][CH2:14][CH2:13]3)[CH2:8][C:7]=2[CH:6]=[CH:5][CH:4]=1.C1C(=O)N([Br:26])C(=O)C1, predict the reaction product. The product is: [Br:26][C:5]1[CH:4]=[C:3]([F:2])[C:11]2[O:10][CH:9]([C:12]3([OH:18])[CH2:13][CH2:14][NH:15][CH2:16][CH2:17]3)[CH2:8][C:7]=2[CH:6]=1. (6) Given the reactants [Cl:1][C:2]1[N:6]2[CH:7]=[C:8]([C:15]3[CH:16]=[N:17][NH:18][CH:19]=3)[CH:9]=[C:10]([C:11]([F:14])([F:13])[F:12])[C:5]2=[N:4][C:3]=1[C:20]([OH:22])=O.[NH:23]1[CH2:28][CH2:27][CH:26]([N:29]2[C:33](=[O:34])[CH2:32][NH:31][C:30]2=[O:35])[CH2:25][CH2:24]1.OC1C2N=NNC=2C=CC=1, predict the reaction product. The product is: [Cl:1][C:2]1[N:6]2[CH:7]=[C:8]([C:15]3[CH:16]=[N:17][NH:18][CH:19]=3)[CH:9]=[C:10]([C:11]([F:13])([F:14])[F:12])[C:5]2=[N:4][C:3]=1[C:20]([N:23]1[CH2:24][CH2:25][CH:26]([N:29]2[C:33](=[O:34])[CH2:32][NH:31][C:30]2=[O:35])[CH2:27][CH2:28]1)=[O:22]. (7) The product is: [OH:1][C@H:2]1[CH2:7][CH2:6][C@H:5]([C:8]([O:10][C:11]([CH3:14])([CH3:13])[CH3:12])=[O:9])[CH2:4][CH2:3]1. Given the reactants [OH:1][C@H:2]1[CH2:7][CH2:6][C@H:5]([C:8]([OH:10])=[O:9])[CH2:4][CH2:3]1.[C:11](OC(N(C)C)O[C:11]([CH3:14])([CH3:13])[CH3:12])([CH3:14])([CH3:13])[CH3:12], predict the reaction product. (8) Given the reactants [C:1]([O:5][C:6](=[O:26])[NH:7][C@H:8]1[CH2:12][CH2:11][N:10](CC2C=C3C(C=CN=C3N)=CC=2)[C:9]1=[O:25])([CH3:4])([CH3:3])[CH3:2].[NH2:27][C:28]1[C:33]2[CH:34]=[C:35]([CH2:37][NH2:38])[O:36][C:32]=2[CH:31]=[CH:30][N:29]=1, predict the reaction product. The product is: [C:1]([O:5][C:6](=[O:26])[NH:7][C@H:8]1[CH2:12][CH2:11][N:10]([NH:38][CH2:37][C:35]2[O:36][C:32]3[CH:31]=[CH:30][N:29]=[C:28]([NH2:27])[C:33]=3[CH:34]=2)[C:9]1=[O:25])([CH3:2])([CH3:3])[CH3:4]. (9) The product is: [C:1]1([C@H:7]([CH3:11])[C:8]([NH:12][C:13]2[CH:14]=[CH:15][C:16]3[O:20][C:19]([C:21]4[CH:22]=[CH:23][N:24]=[CH:25][CH:26]=4)=[N:18][C:17]=3[CH:27]=2)=[O:10])[CH:2]=[CH:3][CH:4]=[CH:5][CH:6]=1. Given the reactants [C:1]1([C@H:7]([CH3:11])[C:8]([OH:10])=O)[CH:6]=[CH:5][CH:4]=[CH:3][CH:2]=1.[NH2:12][C:13]1[CH:14]=[CH:15][C:16]2[O:20][C:19]([C:21]3[CH:26]=[CH:25][N:24]=[CH:23][CH:22]=3)=[N:18][C:17]=2[CH:27]=1, predict the reaction product. (10) Given the reactants [N:1]1[C:9]2[C:4](=[N:5][CH:6]=[CH:7][CH:8]=2)[N:3]([C:10]2[CH:15]=[CH:14][C:13]([CH2:16][C:17]([OH:19])=O)=[CH:12][CH:11]=2)[CH:2]=1.[CH:20]1([C:23]2[CH:24]=[C:25]([NH2:34])[N:26]([C:28]3[CH:33]=[CH:32][CH:31]=[CH:30][CH:29]=3)[N:27]=2)[CH2:22][CH2:21]1, predict the reaction product. The product is: [CH:20]1([C:23]2[CH:24]=[C:25]([NH:34][C:17](=[O:19])[CH2:16][C:13]3[CH:12]=[CH:11][C:10]([N:3]4[C:4]5=[N:5][CH:6]=[CH:7][CH:8]=[C:9]5[N:1]=[CH:2]4)=[CH:15][CH:14]=3)[N:26]([C:28]3[CH:29]=[CH:30][CH:31]=[CH:32][CH:33]=3)[N:27]=2)[CH2:22][CH2:21]1.